Task: Predict the reactants needed to synthesize the given product.. Dataset: Full USPTO retrosynthesis dataset with 1.9M reactions from patents (1976-2016) (1) Given the product [CH3:1][O:2][P:3]([CH2:7][CH2:8][C@H:9]1[O:18][CH:12]2[O:13][C:14]([CH3:16])([CH3:17])[O:15][C@@H:11]2[CH2:10]1)(=[O:6])[O:4][CH3:5], predict the reactants needed to synthesize it. The reactants are: [CH3:1][O:2][P:3](/[CH:7]=[CH:8]/[C@H:9]1[O:18][CH:12]2[O:13][C:14]([CH3:17])([CH3:16])[O:15][C@@H:11]2[CH2:10]1)(=[O:6])[O:4][CH3:5].CCOC(C)=O.OS(O)(=O)=O.CCO. (2) Given the product [CH3:7][O:8][C:9]([C:11]1[CH:12]=[CH:13][N:14]2[C:19]=1[C:18](=[O:20])[N:17]([CH2:21][C:22]1[CH:23]=[CH:24][CH:25]=[CH:26][CH:27]=1)[C:16]([CH:28]=[O:2])=[N:15]2)=[O:10], predict the reactants needed to synthesize it. The reactants are: I([O-])(=O)(=O)=[O:2].[Na+].[CH3:7][O:8][C:9]([C:11]1[CH:12]=[CH:13][N:14]2[C:19]=1[C:18](=[O:20])[N:17]([CH2:21][C:22]1[CH:27]=[CH:26][CH:25]=[CH:24][CH:23]=1)[C:16]([CH:28]=CN(C)C)=[N:15]2)=[O:10]. (3) Given the product [CH3:12][C:13]1[CH:17]=[C:16]([NH:18][S:8]([C:5]2[CH:6]=[CH:7][C:2]([Br:1])=[CH:3][CH:4]=2)(=[O:10])=[O:9])[O:15][N:14]=1, predict the reactants needed to synthesize it. The reactants are: [Br:1][C:2]1[CH:7]=[CH:6][C:5]([S:8](Cl)(=[O:10])=[O:9])=[CH:4][CH:3]=1.[CH3:12][C:13]1[CH:17]=[C:16]([NH2:18])[O:15][N:14]=1. (4) The reactants are: Br[C:2]1[CH:9]=[CH:8][C:5]([C:6]#[N:7])=[C:4]([CH3:10])[CH:3]=1.CNCCNC.[I-].[Na+].[O-]P([O-])([O-])=O.[K+].[K+].[K+].[NH:27]1[C:35]2[C:30](=[CH:31][CH:32]=[CH:33][N:34]=2)[CH:29]=[CH:28]1. Given the product [CH3:10][C:4]1[CH:3]=[C:2]([N:27]2[C:35]3=[N:34][CH:33]=[CH:32][CH:31]=[C:30]3[CH:29]=[CH:28]2)[CH:9]=[CH:8][C:5]=1[C:6]#[N:7], predict the reactants needed to synthesize it. (5) Given the product [N:4]1[CH:5]=[CH:6][CH:7]=[C:2]([NH:1][C:13](=[O:14])[O:15][C:16]([CH3:19])([CH3:18])[CH3:17])[CH:3]=1, predict the reactants needed to synthesize it. The reactants are: [NH2:1][C:2]1[CH:3]=[N:4][CH:5]=[CH:6][CH:7]=1.C(=O)([O-])O.[Na+].[C:13](O[C:13]([O:15][C:16]([CH3:19])([CH3:18])[CH3:17])=[O:14])([O:15][C:16]([CH3:19])([CH3:18])[CH3:17])=[O:14].C(=O)([O-])[O-].[Na+].[Na+]. (6) Given the product [C:27]([C:31]1[CH:32]=[C:33]([NH:34][C:18]([C:17]2[CH:16]=[CH:15][C:14]([O:13][C:12]3[CH:11]=[C:10]4[C:5]([CH:6]([C:23]([O:25][CH3:26])=[O:24])[CH2:7][CH2:8][O:9]4)=[CH:4][C:3]=3[C:1]#[N:2])=[CH:22][CH:21]=2)=[O:19])[CH:35]=[CH:36][CH:37]=1)([CH3:30])([CH3:28])[CH3:29], predict the reactants needed to synthesize it. The reactants are: [C:1]([C:3]1[CH:4]=[C:5]2[C:10](=[CH:11][C:12]=1[O:13][C:14]1[CH:22]=[CH:21][C:17]([C:18](O)=[O:19])=[CH:16][CH:15]=1)[O:9][CH2:8][CH2:7][CH:6]2[C:23]([O:25][CH3:26])=[O:24])#[N:2].[C:27]([C:31]1[CH:32]=[C:33]([CH:35]=[CH:36][CH:37]=1)[NH2:34])([CH3:30])([CH3:29])[CH3:28].Cl.CN(C)CCCN=C=NCC.ON1C2N=CC=CC=2N=N1. (7) Given the product [CH3:8][C:6]1[CH:5]=[C:4]([CH3:9])[N:3]=[C:2]([N:10]2[CH2:15][CH2:14][NH:13][CH2:12][CH2:11]2)[CH:7]=1, predict the reactants needed to synthesize it. The reactants are: Cl[C:2]1[CH:7]=[C:6]([CH3:8])[CH:5]=[C:4]([CH3:9])[N:3]=1.[NH:10]1[CH2:15][CH2:14][NH:13][CH2:12][CH2:11]1.